This data is from Forward reaction prediction with 1.9M reactions from USPTO patents (1976-2016). The task is: Predict the product of the given reaction. (1) Given the reactants [F:1][C:2]1[CH:24]=[CH:23][C:5]([C:6]([C:8]2[CH:13]=[CH:12][CH:11]=[C:10]([C:14](=O)[C:15]3[CH:20]=[CH:19][C:18]([F:21])=[CH:17][CH:16]=3)[CH:9]=2)=[O:7])=[CH:4][CH:3]=1.[NH2:25][NH:26][C:27]([NH2:29])=[S:28].C1(C)C=CC(S(O)(=O)=O)=CC=1, predict the reaction product. The product is: [F:1][C:2]1[CH:24]=[CH:23][C:5]([C:6]([C:8]2[CH:13]=[CH:12][CH:11]=[C:10]([C:14](=[N:25][NH:26][C:27]([NH2:29])=[S:28])[C:15]3[CH:20]=[CH:19][C:18]([F:21])=[CH:17][CH:16]=3)[CH:9]=2)=[O:7])=[CH:4][CH:3]=1. (2) Given the reactants [F:1][C:2]1[CH:3]=[C:4]([C:13]2[N:18]=[C:17]([C:19]3[C:23]([CH3:25])([CH3:24])[CH2:22][C:21]([CH3:27])([CH3:26])[CH:20]=3)[C:16]([C:28]([OH:30])=[O:29])=[CH:15][CH:14]=2)[CH:5]=[C:6]([O:8][CH2:9][CH:10]([CH3:12])[CH3:11])[CH:7]=1.C([O-])=O.[NH4+], predict the reaction product. The product is: [F:1][C:2]1[CH:3]=[C:4]([C:13]2[N:18]=[C:17]([CH:19]3[CH2:20][C:21]([CH3:26])([CH3:27])[CH2:22][C:23]3([CH3:25])[CH3:24])[C:16]([C:28]([OH:30])=[O:29])=[CH:15][CH:14]=2)[CH:5]=[C:6]([O:8][CH2:9][CH:10]([CH3:12])[CH3:11])[CH:7]=1.